This data is from Reaction yield outcomes from USPTO patents with 853,638 reactions. The task is: Predict the reaction yield, written as a fraction of the theoretical maximum amount of product (1.0 means a 100% yield; for example, 0.34 means a 34% yield). The reactants are [CH2:1]([O:3][C:4](=[O:36])[CH2:5][CH2:6][CH2:7][CH2:8][CH2:9][O:10][CH2:11][CH2:12][O:13][CH2:14][CH2:15][O:16][CH2:17][CH2:18][O:19][CH2:20][CH2:21][O:22][CH2:23][CH2:24][O:25][CH2:26][CH2:27][O:28]CC1C=CC=CC=1)[CH3:2]. The catalyst is C(O)C.[Pd]. The product is [CH2:1]([O:3][C:4](=[O:36])[CH2:5][CH2:6][CH2:7][CH2:8][CH2:9][O:10][CH2:11][CH2:12][O:13][CH2:14][CH2:15][O:16][CH2:17][CH2:18][O:19][CH2:20][CH2:21][O:22][CH2:23][CH2:24][O:25][CH2:26][CH2:27][OH:28])[CH3:2]. The yield is 0.790.